The task is: Predict the reaction yield, written as a fraction of the theoretical maximum amount of product (1.0 means a 100% yield; for example, 0.34 means a 34% yield).. This data is from Reaction yield outcomes from USPTO patents with 853,638 reactions. (1) The reactants are [Br:1][C:2]1[C:7](F)=[C:6]([N+:9]([O-:11])=[O:10])[CH:5]=[CH:4][C:3]=1[F:12].C(=O)([O-])[O-].[NH4+].[NH4+].C[N:20](C=O)C.CCN(CC)CC. The catalyst is O. The product is [Br:1][C:2]1[C:3]([F:12])=[CH:4][CH:5]=[C:6]([N+:9]([O-:11])=[O:10])[C:7]=1[NH2:20]. The yield is 0.970. (2) The reactants are [CH3:1][P:2](=[O:7])([O:5][CH3:6])[O:3][CH3:4].[Li]CCCC.[CH3:13][CH:14]([CH3:22])[CH2:15][CH2:16][CH2:17][C:18](OC)=[O:19].CC(C)CCCC(O)=O.S(=O)(=O)(O)O. The catalyst is C1COCC1.CO. The product is [CH3:13][CH:14]([CH3:22])[CH2:15][CH2:16][CH2:17][C:18](=[O:19])[CH2:1][P:2](=[O:7])([O:5][CH3:6])[O:3][CH3:4]. The yield is 0.760. (3) The reactants are I[C:2]1[CH:3]=[C:4]([CH:7]=[CH:8][C:9]=1[N+:10]([O-:12])=[O:11])[C:5]#[N:6].C(=O)=O.C(O)(C)C.C1([Mg]Br)C=CC=CC=1.[CH:28](=[O:32])[CH:29]([CH3:31])[CH3:30]. The catalyst is O1CCCC1. The product is [C:5]([C:4]1[CH:7]=[CH:8][C:9]([N+:10]([O-:12])=[O:11])=[C:2]([CH:28]([OH:32])[CH:29]([CH3:31])[CH3:30])[CH:3]=1)#[N:6]. The yield is 0.230.